This data is from Full USPTO retrosynthesis dataset with 1.9M reactions from patents (1976-2016). The task is: Predict the reactants needed to synthesize the given product. (1) The reactants are: [Cl:1][C:2]1[CH:3]=[C:4]([CH:9]=[CH:10][N:11]=1)[C:5]([O:7][CH3:8])=[O:6].[F:12][C:13]1[CH:18]=[C:17]([F:19])[CH:16]=[CH:15][C:14]=1B(O)O.C(=O)([O-])[O-].[K+].[K+].Cl. Given the product [ClH:1].[F:12][C:13]1[CH:18]=[C:17]([F:19])[CH:16]=[CH:15][C:14]=1[C:2]1[CH:3]=[C:4]([CH:9]=[CH:10][N:11]=1)[C:5]([O:7][CH3:8])=[O:6], predict the reactants needed to synthesize it. (2) Given the product [N+:1](/[CH:4]=[CH:11]/[CH2:10][CH2:9][CH2:8][CH:7]=[O:6])([O-:3])=[O:2], predict the reactants needed to synthesize it. The reactants are: [N+:1]([CH3:4])([O-:3])=[O:2].C[O:6][CH:7](OC)[CH2:8][CH2:9][CH2:10][CH:11]=O. (3) Given the product [C:33]([C:30]1[CH:29]=[CH:28][C:27]([C:22]2[C:21]([C:19]([NH:18][C:13]3[CH:12]=[C:11]4[C:16]([CH:17]=[C:8]([C:6]([OH:7])=[O:5])[CH:9]=[N:10]4)=[CH:15][CH:14]=3)=[O:20])=[CH:26][CH:25]=[CH:24][CH:23]=2)=[CH:32][CH:31]=1)([CH3:36])([CH3:34])[CH3:35], predict the reactants needed to synthesize it. The reactants are: [OH-].[Li+].C([O:5][C:6]([C:8]1[CH:9]=[N:10][C:11]2[C:16]([CH:17]=1)=[CH:15][CH:14]=[C:13]([NH:18][C:19]([C:21]1[C:22]([C:27]3[CH:32]=[CH:31][C:30]([C:33]([CH3:36])([CH3:35])[CH3:34])=[CH:29][CH:28]=3)=[CH:23][CH:24]=[CH:25][CH:26]=1)=[O:20])[CH:12]=2)=[O:7])C.